From a dataset of Peptide-MHC class I binding affinity with 185,985 pairs from IEDB/IMGT. Regression. Given a peptide amino acid sequence and an MHC pseudo amino acid sequence, predict their binding affinity value. This is MHC class I binding data. (1) The peptide sequence is VLYHRYNLV. The MHC is HLA-A80:01 with pseudo-sequence HLA-A80:01. The binding affinity (normalized) is 0.0847. (2) The peptide sequence is YTAVVPLVF. The MHC is Mamu-A02 with pseudo-sequence Mamu-A02. The binding affinity (normalized) is 0.818.